From a dataset of Full USPTO retrosynthesis dataset with 1.9M reactions from patents (1976-2016). Predict the reactants needed to synthesize the given product. (1) Given the product [NH:3]1[C:4]2[CH:9]=[CH:8][CH:7]=[CH:6][C:5]=2[N:1]=[C:2]1[C:10]1[C:18]2[C:13](=[CH:14][C:15]([C:19]3[CH:24]=[CH:23][C:22]([OH:25])=[CH:21][C:20]=3[CH2:26][CH2:27][OH:28])=[CH:16][CH:17]=2)[NH:12][N:11]=1, predict the reactants needed to synthesize it. The reactants are: [NH:1]1[C:5]2[CH:6]=[CH:7][CH:8]=[CH:9][C:4]=2[N:3]=[C:2]1[C:10]1[C:18]2[C:13](=[CH:14][C:15]([C:19]3[CH:24]=[CH:23][C:22]([OH:25])=[CH:21][C:20]=3[CH2:26][CH2:27][O:28]C)=[CH:16][CH:17]=2)[NH:12][N:11]=1.B(Br)(Br)Br. (2) Given the product [CH:17]([C:20]1[CH:25]=[CH:24][C:23]([S:26]([NH:1][C:2]2[CH:3]=[C:4]3[O:11][CH2:10][CH:9]([NH:12][C:13](=[O:16])[CH2:14][CH3:15])[CH2:8][C:5]3=[N:6][CH:7]=2)(=[O:28])=[O:27])=[CH:22][CH:21]=1)([CH3:19])[CH3:18], predict the reactants needed to synthesize it. The reactants are: [NH2:1][C:2]1[CH:3]=[C:4]2[O:11][CH2:10][CH:9]([NH:12][C:13](=[O:16])[CH2:14][CH3:15])[CH2:8][C:5]2=[N:6][CH:7]=1.[CH:17]([C:20]1[CH:25]=[CH:24][C:23]([S:26](Cl)(=[O:28])=[O:27])=[CH:22][CH:21]=1)([CH3:19])[CH3:18]. (3) The reactants are: [Cl:1][C:2]1[CH:30]=[CH:29][C:5]([C:6]([NH:8][C:9]2[N:13]([CH2:14][CH:15]3[CH2:19][CH2:18][CH2:17][N:16]3[C:20](=[O:24])[CH2:21][C:22]#[N:23])[C:12]3[CH:25]=[CH:26][CH:27]=[CH:28][C:11]=3[N:10]=2)=[O:7])=[CH:4][CH:3]=1.C(O)(=O)C.N1CCCCC1.[CH:41](=O)[CH:42]([CH3:44])[CH3:43].O. Given the product [Cl:1][C:2]1[CH:3]=[CH:4][C:5]([C:6]([NH:8][C:9]2[N:13]([CH2:14][CH:15]3[CH2:19][CH2:18][CH2:17][N:16]3[C:20](=[O:24])[C:21]([C:22]#[N:23])=[CH:41][CH:42]([CH3:44])[CH3:43])[C:12]3[CH:25]=[CH:26][CH:27]=[CH:28][C:11]=3[N:10]=2)=[O:7])=[CH:29][CH:30]=1, predict the reactants needed to synthesize it. (4) The reactants are: [NH2:1][C:2]1[CH:3]=[C:4]([C:9]2[N:10]=[CH:11][C:12]3[CH:13]=[CH:14][C:15]4[C:21]5[C:22](=[O:25])[CH2:23][CH2:24][C:20]=5[NH:19][C:16]=4[C:17]=3[CH:18]=2)[CH:5]=[CH:6][C:7]=1F.[C:26](Cl)([CH:28]=[CH2:29])=[O:27].C([O-])(O)=O.[Na+]. Given the product [O:25]=[C:22]1[C:21]2[C:15]3[CH:14]=[CH:13][C:12]4[CH:11]=[N:10][C:9]([C:4]5[CH:3]=[C:2]([NH:1][C:26](=[O:27])[CH:28]=[CH2:29])[CH:7]=[CH:6][CH:5]=5)=[CH:18][C:17]=4[C:16]=3[NH:19][C:20]=2[CH2:24][CH2:23]1, predict the reactants needed to synthesize it. (5) The reactants are: [Cl:1][C:2]1[CH:7]=CC=C(C#N)[N:3]=1.[CH3:10][Mg]I.[CH2:13]1[CH2:17][O:16][CH2:15][CH2:14]1. Given the product [Cl:1][C:2]1[CH:7]=[CH:15][CH:14]=[C:13]([C:17](=[O:16])[CH3:10])[N:3]=1, predict the reactants needed to synthesize it. (6) Given the product [CH3:1][O:2][C:3]1[CH:8]=[CH:7][C:6]([CH2:9][CH2:10][C:11]2[CH:12]=[C:13]([NH:16][C:19]3[CH:24]=[CH:23][N:22]=[C:21]([NH:25][CH2:26][C:27]4[O:31][N:30]=[C:29]([CH3:32])[CH:28]=4)[N:20]=3)[NH:14][N:15]=2)=[C:5]([CH3:17])[CH:4]=1, predict the reactants needed to synthesize it. The reactants are: [CH3:1][O:2][C:3]1[CH:8]=[CH:7][C:6]([CH2:9][CH2:10][C:11]2[CH:12]=[C:13]([NH2:16])[NH:14][N:15]=2)=[C:5]([CH3:17])[CH:4]=1.Cl[C:19]1[CH:24]=[CH:23][N:22]=[C:21]([NH:25][CH2:26][C:27]2[O:31][N:30]=[C:29]([CH3:32])[CH:28]=2)[N:20]=1. (7) Given the product [CH:31]([OH:33])=[O:32].[F:40][CH:2]([F:1])[O:3][C:4]1[CH:9]=[CH:8][CH:7]=[CH:6][C:5]=1[CH2:10][N:11]1[C:15]2[CH:16]=[C:17]([C:21]3[CH:26]=[N:25][C:24]([C:27]4([OH:38])[CH2:30][NH:29][CH2:28]4)=[N:23][CH:22]=3)[C:18]([F:20])=[CH:19][C:14]=2[N:13]=[C:12]1[CH3:39], predict the reactants needed to synthesize it. The reactants are: [F:1][CH:2]([F:40])[O:3][C:4]1[CH:9]=[CH:8][CH:7]=[CH:6][C:5]=1[CH2:10][N:11]1[C:15]2[CH:16]=[C:17]([C:21]3[CH:22]=[N:23][C:24]([C:27]4([OH:38])[CH2:30][N:29]([C:31]([O:33]C(C)(C)C)=[O:32])[CH2:28]4)=[N:25][CH:26]=3)[C:18]([F:20])=[CH:19][C:14]=2[N:13]=[C:12]1[CH3:39].Cl. (8) Given the product [CH3:16][C:9]1[CH:10]=[C:11]([CH3:15])[C:12]([CH3:14])=[CH:13][C:8]=1[CH:6]([OH:7])[C:5]([OH:3])=[O:1], predict the reactants needed to synthesize it. The reactants are: [OH-:1].[Na+].[OH2:3].Cl[CH:5](Cl)[C:6]([C:8]1[CH:13]=[C:12]([CH3:14])[C:11]([CH3:15])=[CH:10][C:9]=1[CH3:16])=[O:7].